Dataset: Forward reaction prediction with 1.9M reactions from USPTO patents (1976-2016). Task: Predict the product of the given reaction. (1) Given the reactants C[Al](C)C.[NH2:5][N:6]1[CH2:11][CH2:10][O:9][CH2:8][CH2:7]1.C[O:13][C:14](=O)[C:15]1[CH:20]=[CH:19][C:18]([O:21][CH2:22][C:23]2[C:24]([C:29]3[CH:34]=[CH:33][C:32]([F:35])=[CH:31][N:30]=3)=[N:25][O:26][C:27]=2[CH3:28])=[N:17][CH:16]=1.[C@H](O)(C([O-])=O)[C@@H](O)C([O-])=O.[Na+].[K+], predict the reaction product. The product is: [F:35][C:32]1[CH:33]=[CH:34][C:29]([C:24]2[C:23]([CH2:22][O:21][C:18]3[CH:19]=[CH:20][C:15]([C:14]([NH:5][N:6]4[CH2:11][CH2:10][O:9][CH2:8][CH2:7]4)=[O:13])=[CH:16][N:17]=3)=[C:27]([CH3:28])[O:26][N:25]=2)=[N:30][CH:31]=1. (2) Given the reactants [Cl:1][C:2]1[CH:7]=[CH:6][C:5]([C:8]2([C:12]([OH:14])=O)[CH2:11][CH2:10][CH2:9]2)=[CH:4][CH:3]=1.[NH2:15][CH2:16][CH2:17][CH2:18][N:19]1[CH2:24][CH2:23][CH:22]([C:25]2[CH:26]=[C:27]([NH:31][C:32](=[O:36])[CH2:33][CH2:34][CH3:35])[CH:28]=[CH:29][CH:30]=2)[CH2:21][CH2:20]1, predict the reaction product. The product is: [C:32]([NH:31][C:27]1[CH:26]=[C:25]([CH:22]2[CH2:23][CH2:24][N:19]([CH2:18][CH2:17][CH2:16][NH:15][C:12]([C:8]3([C:5]4[CH:4]=[CH:3][C:2]([Cl:1])=[CH:7][CH:6]=4)[CH2:9][CH2:10][CH2:11]3)=[O:14])[CH2:20][CH2:21]2)[CH:30]=[CH:29][CH:28]=1)(=[O:36])[CH2:33][CH2:34][CH3:35]. (3) Given the reactants [Cl:1][C:2]1[S:43][C:5]2[C:6](=[O:42])[N:7](COCC[Si](C)(C)C)[C:8]3[C:9]([CH3:33])=[CH:10][C:11]([O:31][CH3:32])=[C:12]([C:14]4[CH:19]=[CH:18][C:17]([C@@H:20]([CH3:30])[CH2:21][NH:22]C(=O)OC(C)(C)C)=[CH:16][CH:15]=4)[C:13]=3[C:4]=2[CH:3]=1.FC(F)(F)C(O)=O, predict the reaction product. The product is: [ClH:1].[NH2:22][CH2:21][C@@H:20]([C:17]1[CH:18]=[CH:19][C:14]([C:12]2[C:13]3[C:4]4[CH:3]=[C:2]([Cl:1])[S:43][C:5]=4[C:6](=[O:42])[NH:7][C:8]=3[C:9]([CH3:33])=[CH:10][C:11]=2[O:31][CH3:32])=[CH:15][CH:16]=1)[CH3:30].